Dataset: hERG potassium channel inhibition data for cardiac toxicity prediction from Karim et al.. Task: Regression/Classification. Given a drug SMILES string, predict its toxicity properties. Task type varies by dataset: regression for continuous values (e.g., LD50, hERG inhibition percentage) or binary classification for toxic/non-toxic outcomes (e.g., AMES mutagenicity, cardiotoxicity, hepatotoxicity). Dataset: herg_karim. (1) The compound is Cn1cc2cc(-c3cnc(Nc4cnc(C#N)cn4)cc3NC[C@H]3CNCCO3)ccc2n1. The result is 0 (non-blocker). (2) The molecule is COc1cc(N2CCNCC2)ccc1Nc1ncc(Cl)c(-c2cnc3ccccn23)n1. The result is 1 (blocker). (3) The compound is CCOC(=O)C[C@H]1CN(S(=O)(=O)c2cc3cc(Cl)ccc3[nH]2)CC(=O)N1Cc1ccc(C(=N)N(C)C)cc1. The result is 1 (blocker). (4) The molecule is O=C(N[C@@H]1CC[C@@H](c2cccc(F)c2F)Cn2c(CC(F)(F)F)nnc21)N1CCC2(CC1)C(=O)Nc1ncccc12. The result is 0 (non-blocker).